This data is from Catalyst prediction with 721,799 reactions and 888 catalyst types from USPTO. The task is: Predict which catalyst facilitates the given reaction. (1) Reactant: Cl.[OH:2][C@H:3]1[CH2:7][NH:6][C@H:5]([C:8]([NH:10][CH2:11][C:12]2[CH:17]=[CH:16][C:15]([C:18]3[S:22][CH:21]=[N:20][C:19]=3[CH3:23])=[CH:14][CH:13]=2)=[O:9])[CH2:4]1.CC(C)(C)[O:26][C:27](=[O:49])[CH2:28][CH2:29][O:30][CH2:31][CH2:32][O:33][CH2:34][CH2:35][O:36][CH2:37][CH2:38][O:39][C:40]1[CH:41]=[C:42]([CH:46]=[CH:47][CH:48]=1)[C:43](O)=[O:44].CCN(C(C)C)C(C)C.CN(C(ON1N=NC2C=CC=NC1=2)=[N+](C)C)C.F[P-](F)(F)(F)(F)F. Product: [OH:2][C@H:3]1[CH2:7][N:6]([C:43]([C:42]2[CH:41]=[C:40]([CH:48]=[CH:47][CH:46]=2)[O:39][CH2:38][CH2:37][O:36][CH2:35][CH2:34][O:33][CH2:32][CH2:31][O:30][CH2:29][CH2:28][C:27]([OH:49])=[O:26])=[O:44])[C@H:5]([C:8](=[O:9])[NH:10][CH2:11][C:12]2[CH:13]=[CH:14][C:15]([C:18]3[S:22][CH:21]=[N:20][C:19]=3[CH3:23])=[CH:16][CH:17]=2)[CH2:4]1. The catalyst class is: 18. (2) Reactant: [NH2:1][C:2]1[C:3]2[N:4]([C:8]([C@H:20]3[CH2:25][CH2:24][C@H:23]([CH2:26][NH:27]C(=O)OCC4C=CC=CC=4)[CH2:22][CH2:21]3)=[N:9][C:10]=2[C:11]2[NH:12][C:13]3[C:18]([CH:19]=2)=[CH:17][CH:16]=[CH:15][CH:14]=3)[CH:5]=[CH:6][N:7]=1.Cl. Product: [NH2:1][C:2]1[C:3]2[N:4]([C:8]([C@H:20]3[CH2:21][CH2:22][C@H:23]([CH2:26][NH2:27])[CH2:24][CH2:25]3)=[N:9][C:10]=2[C:11]2[NH:12][C:13]3[C:18]([CH:19]=2)=[CH:17][CH:16]=[CH:15][CH:14]=3)[CH:5]=[CH:6][N:7]=1. The catalyst class is: 6. (3) Reactant: N[C@H](C(O)=O)[CH2:3][C:4]1[C:12]2[C:7](=[CH:8][CH:9]=[CH:10][CH:11]=2)[NH:6][CH:5]=1.[C:16]([O-:19])(O)=[O:17].[Na+].O=C1CCC(=O)N1O[C:29](=[O:44])[CH2:30][CH2:31][CH2:32][NH:33][C:34]([O:36][CH2:37][C:38]1[CH:43]=[CH:42][CH:41]=[CH:40][CH:39]=1)=[O:35].C(O)(=O)CC(CC(O)=O)(C(O)=O)O.C(#[N:60])C. Product: [CH2:37]([O:36][C:34]([NH:33][CH2:32][CH2:31][CH2:30][C:29]([NH:60][CH:3]([C:4]1[C:12]2[C:7](=[CH:8][CH:9]=[CH:10][CH:11]=2)[NH:6][CH:5]=1)[C:16]([OH:19])=[O:17])=[O:44])=[O:35])[C:38]1[CH:39]=[CH:40][CH:41]=[CH:42][CH:43]=1. The catalyst class is: 6. (4) Reactant: [NH2:1][C:2]1[N:7]=[C:6]([N:8]2[CH:17]([CH3:18])[CH2:16][C:15]3[C:10](=[CH:11][C:12]([C:19]4[CH:20]=[C:21]([C:25](O)=[O:26])[N:22]([CH3:24])[CH:23]=4)=[CH:13][CH:14]=3)[CH2:9]2)[CH:5]=[C:4]([N:28]2[CH2:33][CH2:32][N:31]([CH3:34])[CH2:30][CH2:29]2)[N:3]=1.[CH3:35][NH2:36]. Product: [NH2:1][C:2]1[N:7]=[C:6]([N:8]2[CH:17]([CH3:18])[CH2:16][C:15]3[C:10](=[CH:11][C:12]([C:19]4[CH:20]=[C:21]([C:25]([NH:36][CH3:35])=[O:26])[N:22]([CH3:24])[CH:23]=4)=[CH:13][CH:14]=3)[CH2:9]2)[CH:5]=[C:4]([N:28]2[CH2:33][CH2:32][N:31]([CH3:34])[CH2:30][CH2:29]2)[N:3]=1. The catalyst class is: 1. (5) Reactant: C[O:2][C:3](=O)[C:4]1[CH:9]=[CH:8][C:7]([I:10])=[C:6]([N+:11]([O-:13])=[O:12])[CH:5]=1.[NH3:15]. Product: [I:10][C:7]1[CH:8]=[CH:9][C:4]([C:3]([NH2:15])=[O:2])=[CH:5][C:6]=1[N+:11]([O-:13])=[O:12]. The catalyst class is: 5. (6) Reactant: F[B-](F)(F)F.[CH:6]1([C:9]([NH:11][C:12]2[S:13][C:14]3[CH:20]=[C:19]([N+]#N)[CH:18]=[CH:17][C:15]=3[N:16]=2)=[O:10])[CH2:8][CH2:7]1.[N:23]1[N:24]=[C:25]([SH:32])[N:26]2[CH:31]=[CH:30][CH:29]=[CH:28][C:27]=12.C(=O)([O-])O.[Na+].C(#N)C. Product: [N:23]1[N:24]=[C:25]([SH:32]=[C:19]2[CH:18]=[CH:17][C:15]3=[N:16][CH:12]([NH:11][C:9]([CH:6]4[CH2:7][CH2:8]4)=[O:10])[S:13][C:14]3=[CH:20]2)[N:26]2[CH:31]=[CH:30][CH:29]=[CH:28][C:27]=12. The catalyst class is: 6.